This data is from TCR-epitope binding with 47,182 pairs between 192 epitopes and 23,139 TCRs. The task is: Binary Classification. Given a T-cell receptor sequence (or CDR3 region) and an epitope sequence, predict whether binding occurs between them. (1) The epitope is ALLADKFPV. The TCR CDR3 sequence is CASTHGPAGDEQYF. Result: 0 (the TCR does not bind to the epitope). (2) The epitope is QASQEVKNW. The TCR CDR3 sequence is CASSPDRGRGYTF. Result: 0 (the TCR does not bind to the epitope). (3) The epitope is LPPIVAKEI. The TCR CDR3 sequence is CARGWGSIINSPLHF. Result: 0 (the TCR does not bind to the epitope). (4) The epitope is VVYRGTTTY. The TCR CDR3 sequence is CASSLAGSSYEQYF. Result: 1 (the TCR binds to the epitope). (5) The epitope is SEVGPEHSLAEY. The TCR CDR3 sequence is CASSQARDSWNEQYF. Result: 1 (the TCR binds to the epitope).